Task: Predict the product of the given reaction.. Dataset: Forward reaction prediction with 1.9M reactions from USPTO patents (1976-2016) (1) Given the reactants C([O:8][C:9]1[CH:10]=[C:11]([N:15]2[C:19]([NH:20][C:21](=[O:36])[C:22]3[CH:27]=[C:26]([C:28]4[C:33]([F:34])=[CH:32][CH:31]=[CH:30][N:29]=4)[CH:25]=[CH:24][C:23]=3[Cl:35])=[CH:18][C:17]([C:37](OCC)=[O:38])=[N:16]2)[CH:12]=[CH:13][CH:14]=1)C1C=CC=CC=1.[CH2:42]([CH2:44][NH2:45])[OH:43], predict the reaction product. The product is: [Cl:35][C:23]1[CH:24]=[CH:25][C:26]([C:28]2[C:33]([F:34])=[CH:32][CH:31]=[CH:30][N:29]=2)=[CH:27][C:22]=1[C:21]([NH:20][C:19]1[N:15]([C:11]2[CH:12]=[CH:13][CH:14]=[C:9]([OH:8])[CH:10]=2)[N:16]=[C:17]([C:37]([NH:45][CH2:44][CH2:42][OH:43])=[O:38])[CH:18]=1)=[O:36]. (2) Given the reactants Cl.[NH2:2][CH2:3][CH2:4][C:5]([O:7][CH2:8][CH3:9])=[O:6].C(N(CC)CC)C.FC(F)(F)S(O[Si:23]([CH3:26])([CH3:25])[CH3:24])(=O)=O, predict the reaction product. The product is: [CH3:24][Si:23]([N:2]([Si:23]([CH3:26])([CH3:25])[CH3:24])[CH2:3][CH2:4][C:5]([O:7][CH2:8][CH3:9])=[O:6])([CH3:26])[CH3:25]. (3) Given the reactants [CH:1]([NH:4][C:5]1[C:10]2[C:11]([C:14]3[CH:19]=[C:18]([C:20](F)(F)F)N=[CH:16][N:15]=3)=[N:12][NH:13][C:9]=2[CH:8]=[CH:7][N:6]=1)([CH3:3])[CH3:2].C(NC1C2C([Sn](C)(C)C)=NN(CC3C=CC(OC)=CC=3)C=2C=CN=1)(C)C.BrC1C=C([Cl:57])C=CN=1, predict the reaction product. The product is: [Cl:57][C:18]1[CH:20]=[CH:16][N:15]=[C:14]([C:11]2[C:10]3[C:5]([NH:4][CH:1]([CH3:3])[CH3:2])=[N:6][CH:7]=[CH:8][C:9]=3[NH:13][N:12]=2)[CH:19]=1.